Dataset: Forward reaction prediction with 1.9M reactions from USPTO patents (1976-2016). Task: Predict the product of the given reaction. (1) Given the reactants Br[C:2]1[N:6]2[CH2:7][CH2:8][N:9]([C:11]([C:13]3[CH:18]=[CH:17][CH:16]=[C:15]([C:19]([F:22])([F:21])[F:20])[C:14]=3[Cl:23])=[O:12])[CH2:10][C:5]2=[N:4][CH:3]=1.C([Sn](CCCC)(CCCC)[C:29]1[CH:34]=[N:33][CH:32]=[CH:31][N:30]=1)CCC, predict the reaction product. The product is: [Cl:23][C:14]1[C:15]([C:19]([F:22])([F:21])[F:20])=[CH:16][CH:17]=[CH:18][C:13]=1[C:11]([N:9]1[CH2:8][CH2:7][N:6]2[C:2]([C:29]3[CH:34]=[N:33][CH:32]=[CH:31][N:30]=3)=[CH:3][N:4]=[C:5]2[CH2:10]1)=[O:12]. (2) Given the reactants [NH2:1][C:2]1[CH:15]=[C:14]([O:16][CH3:17])[CH:13]=[CH:12][C:3]=1[C:4]([C:6]1C=CC=CC=1)=[O:5].[CH:18]([C:21]1[N:22]=[C:23]([C:26](O)=[O:27])[S:24][CH:25]=1)(C)C.O=P(Cl)(Cl)Cl, predict the reaction product. The product is: [C:4]([C:3]1[CH:12]=[CH:13][C:14]([O:16][CH3:17])=[CH:15][C:2]=1[NH:1][C:26]([C:23]1[S:24][CH:25]=[C:21]([CH3:18])[N:22]=1)=[O:27])(=[O:5])[CH3:6].